From a dataset of NCI-60 drug combinations with 297,098 pairs across 59 cell lines. Regression. Given two drug SMILES strings and cell line genomic features, predict the synergy score measuring deviation from expected non-interaction effect. (1) Drug 1: CC1=C2C(C(=O)C3(C(CC4C(C3C(C(C2(C)C)(CC1OC(=O)C(C(C5=CC=CC=C5)NC(=O)OC(C)(C)C)O)O)OC(=O)C6=CC=CC=C6)(CO4)OC(=O)C)OC)C)OC. Drug 2: CC1CCCC2(C(O2)CC(NC(=O)CC(C(C(=O)C(C1O)C)(C)C)O)C(=CC3=CSC(=N3)C)C)C. Cell line: SNB-75. Synergy scores: CSS=30.6, Synergy_ZIP=-0.313, Synergy_Bliss=1.05, Synergy_Loewe=-4.88, Synergy_HSA=-0.393. (2) Synergy scores: CSS=59.8, Synergy_ZIP=9.74, Synergy_Bliss=8.97, Synergy_Loewe=-11.3, Synergy_HSA=8.83. Cell line: SK-OV-3. Drug 2: CNC(=O)C1=NC=CC(=C1)OC2=CC=C(C=C2)NC(=O)NC3=CC(=C(C=C3)Cl)C(F)(F)F. Drug 1: C1CCC(C(C1)[NH-])[NH-].C(=O)(C(=O)[O-])[O-].[Pt+4]. (3) Drug 1: CC12CCC3C(C1CCC2=O)CC(=C)C4=CC(=O)C=CC34C. Drug 2: COC1=CC(=CC(=C1O)OC)C2C3C(COC3=O)C(C4=CC5=C(C=C24)OCO5)OC6C(C(C7C(O6)COC(O7)C8=CC=CS8)O)O. Cell line: SK-OV-3. Synergy scores: CSS=55.5, Synergy_ZIP=2.05, Synergy_Bliss=5.02, Synergy_Loewe=6.78, Synergy_HSA=7.56. (4) Synergy scores: CSS=23.9, Synergy_ZIP=1.89, Synergy_Bliss=-1.39, Synergy_Loewe=-42.6, Synergy_HSA=-2.88. Cell line: HOP-62. Drug 2: CS(=O)(=O)OCCCCOS(=O)(=O)C. Drug 1: C1=NC2=C(N=C(N=C2N1C3C(C(C(O3)CO)O)O)F)N. (5) Drug 1: CC12CCC3C(C1CCC2O)C(CC4=C3C=CC(=C4)O)CCCCCCCCCS(=O)CCCC(C(F)(F)F)(F)F. Drug 2: C1=NC(=NC(=O)N1C2C(C(C(O2)CO)O)O)N. Cell line: HT29. Synergy scores: CSS=19.0, Synergy_ZIP=0.803, Synergy_Bliss=6.70, Synergy_Loewe=-6.05, Synergy_HSA=3.08.